From a dataset of Forward reaction prediction with 1.9M reactions from USPTO patents (1976-2016). Predict the product of the given reaction. (1) Given the reactants [CH3:1][C:2]1[S:3][C:4]([C:8]2[CH:23]=[CH:22][C:11]([CH2:12][NH:13][C:14]([C@@H:16]3[CH2:20][C@@H:19]([OH:21])[CH2:18][NH:17]3)=[O:15])=[CH:10][CH:9]=2)=[C:5]([CH3:7])[N:6]=1.[CH3:24][C:25]1[CH:29]=[C:28]([CH2:30][C:31](O)=[O:32])[O:27][N:26]=1.CCN(C(C)C)C(C)C.CN(C(ON1N=NC2C=CC=NC1=2)=[N+](C)C)C.F[P-](F)(F)(F)(F)F, predict the reaction product. The product is: [CH3:1][C:2]1[S:3][C:4]([C:8]2[CH:9]=[CH:10][C:11]([CH2:12][NH:13][C:14]([C@@H:16]3[CH2:20][C@@H:19]([OH:21])[CH2:18][N:17]3[C:31](=[O:32])[CH2:30][C:28]3[O:27][N:26]=[C:25]([CH3:24])[CH:29]=3)=[O:15])=[CH:22][CH:23]=2)=[C:5]([CH3:7])[N:6]=1. (2) Given the reactants [Cl:1][C:2]1[CH:7]=[CH:6][C:5]([S:8]([NH:11][C@H:12]2[CH2:17][CH2:16][C@H:15]([C:18]([N:20]3[CH2:25][CH2:24][N:23](C(OC(C)(C)C)=O)[CH2:22][C@@H:21]3[C:33]3[CH:38]=[CH:37][CH:36]=[CH:35][CH:34]=3)=[O:19])[CH2:14][CH2:13]2)(=[O:10])=[O:9])=[CH:4][C:3]=1[NH:39][CH2:40][CH3:41].C(O)(C(F)(F)F)=O.C(Cl)Cl.C(Cl)Cl.[OH-].[Na+], predict the reaction product. The product is: [Cl:1][C:2]1[CH:7]=[CH:6][C:5]([S:8]([NH:11][C@H:12]2[CH2:17][CH2:16][C@H:15]([C:18]([N:20]3[CH2:25][CH2:24][NH:23][CH2:22][C@@H:21]3[C:33]3[CH:34]=[CH:35][CH:36]=[CH:37][CH:38]=3)=[O:19])[CH2:14][CH2:13]2)(=[O:9])=[O:10])=[CH:4][C:3]=1[NH:39][CH2:40][CH3:41]. (3) Given the reactants [O:1]1[C:5]2[CH:6]=[CH:7][CH:8]=[CH:9][C:4]=2[CH:3]=[C:2]1[C:10]([OH:12])=O.Cl.CN.[CH2:16]([N:18](CC)CC)C.C1C=CC2N(O)N=NC=2C=1.O.C(Cl)CCl, predict the reaction product. The product is: [CH3:16][NH:18][C:10]([C:2]1[O:1][C:5]2[CH:6]=[CH:7][CH:8]=[CH:9][C:4]=2[CH:3]=1)=[O:12].